This data is from Forward reaction prediction with 1.9M reactions from USPTO patents (1976-2016). The task is: Predict the product of the given reaction. (1) Given the reactants [OH:1][C:2]([CH3:35])([CH3:34])[CH2:3][C@@:4]1([C:28]2[CH:33]=[CH:32][CH:31]=[CH:30][CH:29]=2)[O:9][C:8](=[O:10])[N:7]([C@H:11]([C:13]2[CH:18]=[CH:17][C:16](B3OC(C)(C)C(C)(C)O3)=[CH:15][CH:14]=2)[CH3:12])[CH2:6][CH2:5]1.Br[C:37]1[S:38][CH:39]=[N:40][N:41]=1, predict the reaction product. The product is: [OH:1][C:2]([CH3:34])([CH3:35])[CH2:3][C@@:4]1([C:28]2[CH:33]=[CH:32][CH:31]=[CH:30][CH:29]=2)[O:9][C:8](=[O:10])[N:7]([C@H:11]([C:13]2[CH:14]=[CH:15][C:16]([C:37]3[S:38][CH:39]=[N:40][N:41]=3)=[CH:17][CH:18]=2)[CH3:12])[CH2:6][CH2:5]1. (2) The product is: [N+:1]([C:10]1[C:11]2[C:16](=[CH:15][CH:14]=[CH:13][CH:12]=2)[CH:17]=[C:18]([OH:19])[C:9]=1[OH:8])([O-:4])=[O:2]. Given the reactants [N+:1]([O-:4])(O)=[O:2].C(Cl)Cl.[OH:8][C:9]1[C:18]([OH:19])=[CH:17][C:16]2[C:11](=[CH:12][CH:13]=[CH:14][CH:15]=2)[CH:10]=1, predict the reaction product. (3) Given the reactants C([N:8]1[CH2:17][CH2:16][C:15]2[C:14]([NH:18][C:19]3[CH:24]=[CH:23][C:22]([C:25]([CH3:28])([CH3:27])[CH3:26])=[CH:21][CH:20]=3)=[N:13][CH:12]=[N:11][C:10]=2[CH2:9]1)C1C=CC=CC=1, predict the reaction product. The product is: [C:25]([C:22]1[CH:23]=[CH:24][C:19]([NH:18][C:14]2[C:15]3[CH2:16][CH2:17][NH:8][CH2:9][C:10]=3[N:11]=[CH:12][N:13]=2)=[CH:20][CH:21]=1)([CH3:28])([CH3:26])[CH3:27]. (4) Given the reactants FC(F)(F)S(O[C:7]1[CH:16]=[CH:15][C:14]2[CH2:13][CH2:12][CH:11]([NH:17][C:18]([O:20][CH2:21][CH3:22])=[O:19])[CH:10]([CH2:23][C:24]3[CH:29]=[CH:28][C:27]([Cl:30])=[C:26]([Cl:31])[CH:25]=3)[C:9]=2[CH:8]=1)(=O)=O.[CH3:34][N:35](C)C=O, predict the reaction product. The product is: [C:34]([C:7]1[CH:8]=[C:9]2[C:14]([CH2:13][CH2:12][CH:11]([NH:17][C:18](=[O:19])[O:20][CH2:21][CH3:22])[CH:10]2[CH2:23][C:24]2[CH:29]=[CH:28][C:27]([Cl:30])=[C:26]([Cl:31])[CH:25]=2)=[CH:15][CH:16]=1)#[N:35]. (5) Given the reactants Br[C:2]1[CH:3]=[C:4]([CH3:17])[C:5]([CH2:8][O:9][Si:10]([C:13]([CH3:16])([CH3:15])[CH3:14])([CH3:12])[CH3:11])=[N:6][CH:7]=1.CC1(C)C(C)(C)OB([C:26]2[CH2:27][CH2:28][N:29]([C:32]([O:34][C:35]([CH3:38])([CH3:37])[CH3:36])=[O:33])[CH2:30][CH:31]=2)O1, predict the reaction product. The product is: [Si:10]([O:9][CH2:8][C:5]1[C:4]([CH3:17])=[CH:3][C:2]([C:26]2[CH2:31][CH2:30][N:29]([C:32]([O:34][C:35]([CH3:38])([CH3:37])[CH3:36])=[O:33])[CH2:28][CH:27]=2)=[CH:7][N:6]=1)([C:13]([CH3:16])([CH3:15])[CH3:14])([CH3:12])[CH3:11]. (6) Given the reactants [N:1](CC1CCCC(C[N:12]=[C:13]=[O:14])C1)=C=O.C([O-])(=O)CCCCCCCCCCC.C([O-])(=O)CCCCCCCCCCC.C([Sn+2]CCCC)CCC.[C:52]([O:56][CH2:57][CH:58](O)COC1C=CC=CC=1)(=[O:55])C=C.C(OCCO)(=O)C=C.[NH2:76]C1CCCCC1N, predict the reaction product. The product is: [NH2:1][C:52]([O:56][CH2:57][CH3:58])=[O:55].[NH2:76][C:13]([NH2:12])=[O:14]. (7) Given the reactants [CH3:1][C:2]1([CH2:6][OH:7])[CH2:5][O:4][CH2:3]1.[CH3:8][C:9]1[CH:14]=[CH:13][C:12]([S:15](Cl)(=[O:17])=[O:16])=[CH:11][CH:10]=1, predict the reaction product. The product is: [CH3:8][C:9]1[CH:14]=[CH:13][C:12]([S:15]([O:7][CH2:6][C:2]2([CH3:1])[CH2:5][O:4][CH2:3]2)(=[O:17])=[O:16])=[CH:11][CH:10]=1. (8) Given the reactants [C:1]([O:5][C:6]([NH:8][C@H:9]([C:15]([N:17]1[CH2:21][CH2:20][C@H:19]([F:22])[CH2:18]1)=[O:16])[CH2:10][C:11]([O:13][CH3:14])=[O:12])=[O:7])([CH3:4])([CH3:3])[CH3:2].C[Si](C)(C)[N-][Si](C)(C)C.[K+].[CH2:33](Br)[CH:34]=[CH2:35], predict the reaction product. The product is: [C:1]([O:5][C:6]([NH:8][C@@H:9]([C@H:10]([CH2:35][CH:34]=[CH2:33])[C:11]([O:13][CH3:14])=[O:12])[C:15]([N:17]1[CH2:21][CH2:20][C@H:19]([F:22])[CH2:18]1)=[O:16])=[O:7])([CH3:4])([CH3:2])[CH3:3]. (9) Given the reactants [Br:1][C:2]1[CH:3]=[C:4]2[C:9](=[C:10]([CH2:12][NH:13][CH:14]3[CH2:16][CH2:15]3)[CH:11]=1)[O:8][C:7]([CH3:18])([CH3:17])[CH2:6][C:5]2([CH3:20])[CH3:19].[CH:21](OCC)=[O:22], predict the reaction product. The product is: [Br:1][C:2]1[CH:3]=[C:4]2[C:9](=[C:10]([CH2:12][N:13]([CH:14]3[CH2:15][CH2:16]3)[CH:21]=[O:22])[CH:11]=1)[O:8][C:7]([CH3:18])([CH3:17])[CH2:6][C:5]2([CH3:20])[CH3:19]. (10) Given the reactants [C:1]([O:5][C:6]([N:8]([C:13]1[CH:14]=[C:15]([C:21]2[CH:22]=[C:23]3[C:29](I)=[C:28]([CH:31]4[CH2:33][CH2:32]4)[N:27]([C:34]([O:36][C:37]([CH3:40])([CH3:39])[CH3:38])=[O:35])[C:24]3=[N:25][CH:26]=2)[CH:16]=[CH:17][C:18]=1[O:19][CH3:20])[S:9]([CH3:12])(=[O:11])=[O:10])=[O:7])([CH3:4])([CH3:3])[CH3:2].[F:41][C:42]1[CH:43]=[C:44]([CH:62]=[CH:63][CH:64]=1)[CH2:45][N:46]1[C:50]([CH3:51])=[C:49](B2OC(C)(C)C(C)(C)O2)[C:48]([CH3:61])=[N:47]1.C(=O)([O-])[O-].[Na+].[Na+], predict the reaction product. The product is: [C:1]([O:5][C:6]([N:8]([C:13]1[CH:14]=[C:15]([C:21]2[CH:22]=[C:23]3[C:29]([C:49]4[C:48]([CH3:61])=[N:47][N:46]([CH2:45][C:44]5[CH:62]=[CH:63][CH:64]=[C:42]([F:41])[CH:43]=5)[C:50]=4[CH3:51])=[C:28]([CH:31]4[CH2:33][CH2:32]4)[N:27]([C:34]([O:36][C:37]([CH3:40])([CH3:39])[CH3:38])=[O:35])[C:24]3=[N:25][CH:26]=2)[CH:16]=[CH:17][C:18]=1[O:19][CH3:20])[S:9]([CH3:12])(=[O:11])=[O:10])=[O:7])([CH3:4])([CH3:3])[CH3:2].